Dataset: Reaction yield outcomes from USPTO patents with 853,638 reactions. Task: Predict the reaction yield, written as a fraction of the theoretical maximum amount of product (1.0 means a 100% yield; for example, 0.34 means a 34% yield). The reactants are [NH2:1][C:2]1[CH:7]=[CH:6][C:5]([C:8]2[CH:16]=[C:15]3[C:11]([CH2:12][N:13]([C@@H:18]([CH:23]([CH3:25])[CH3:24])[C:19]([O:21][CH3:22])=[O:20])[C:14]3=[O:17])=[CH:10][CH:9]=2)=[CH:4][CH:3]=1.[N:26]1[C:35]2[C:30](=[CH:31][CH:32]=[CH:33][CH:34]=2)[CH:29]=[C:28]([C:36](Cl)=[O:37])[CH:27]=1. No catalyst specified. The product is [CH3:24][CH:23]([CH3:25])[C@H:18]([N:13]1[CH2:12][C:11]2[C:15](=[CH:16][C:8]([C:5]3[CH:4]=[CH:3][C:2]([NH:1][C:36]([C:28]4[CH:27]=[N:26][C:35]5[C:30]([CH:29]=4)=[CH:31][CH:32]=[CH:33][CH:34]=5)=[O:37])=[CH:7][CH:6]=3)=[CH:9][CH:10]=2)[C:14]1=[O:17])[C:19]([O:21][CH3:22])=[O:20]. The yield is 0.200.